This data is from Forward reaction prediction with 1.9M reactions from USPTO patents (1976-2016). The task is: Predict the product of the given reaction. (1) Given the reactants CC1C=CC(C)=CC=1.[CH3:9][O:10][CH2:11][O:12][C:13]1[CH:14]=[C:15]([CH:19]=[C:20]([O:22][CH2:23][O:24][CH3:25])[CH:21]=1)[C:16](Cl)=O.[C:26]([O:29][C:30]1[CH:37]=[CH:36][C:33]([CH:34]=C)=[CH:32][CH:31]=1)(=[O:28])[CH3:27], predict the reaction product. The product is: [C:26]([O:29][C:30]1[CH:37]=[CH:36][C:33]([CH:34]=[CH:16][C:15]2[CH:14]=[C:13]([O:12][CH2:11][O:10][CH3:9])[CH:21]=[C:20]([O:22][CH2:23][O:24][CH3:25])[CH:19]=2)=[CH:32][CH:31]=1)(=[O:28])[CH3:27]. (2) Given the reactants [Si:1]([O:8][C:9]1[CH:42]=[CH:41][C:12]([C:13]([NH:15][NH:16][C:17](=O)[C@H:18]([NH:29][C:30]2[CH:35]=[CH:34][C:33]([C:36]#[N:37])=[C:32]([Cl:38])[C:31]=2[CH3:39])[C@@H:19]([O:21][Si:22]([C:25]([CH3:28])([CH3:27])[CH3:26])([CH3:24])[CH3:23])[CH3:20])=[O:14])=[CH:11][CH:10]=1)([C:4]([CH3:7])([CH3:6])[CH3:5])([CH3:3])[CH3:2].C1(P(C2C=CC=CC=2)C2C=CC=CC=2)C=CC=CC=1.II.[Si](O[C@@H](C)[C@@H](NC1C=CC(C#N)=C(Cl)C=1C)C1OC(C2C=CC=C(O[Si](C(C)(C)C)(C)C)C=2)=NN=1)(C(C)(C)C)(C)C, predict the reaction product. The product is: [Si:22]([O:21][C@@H:19]([CH3:20])[C@@H:18]([NH:29][C:30]1[CH:35]=[CH:34][C:33]([C:36]#[N:37])=[C:32]([Cl:38])[C:31]=1[CH3:39])[C:17]1[O:14][C:13]([C:12]2[CH:41]=[CH:42][C:9]([O:8][Si:1]([C:4]([CH3:6])([CH3:5])[CH3:7])([CH3:3])[CH3:2])=[CH:10][CH:11]=2)=[N:15][N:16]=1)([C:25]([CH3:26])([CH3:27])[CH3:28])([CH3:23])[CH3:24]. (3) Given the reactants [OH:1][CH:2]([CH2:7][CH2:8][CH2:9][CH2:10][CH:11]=[CH2:12])[C:3]([O:5][CH3:6])=[O:4].Br[C:14]1[CH:15]=[CH:16][C:17]([F:20])=[N:18][CH:19]=1.C(N(CC)CC)C.C1(C)C=CC=CC=1P(C1C=CC=CC=1C)C1C=CC=CC=1C, predict the reaction product. The product is: [F:20][C:17]1[N:18]=[CH:19][C:14](/[CH:12]=[CH:11]/[CH2:10][CH2:9][CH2:8][CH2:7][CH:2]([OH:1])[C:3]([O:5][CH3:6])=[O:4])=[CH:15][CH:16]=1. (4) Given the reactants [NH2:1][C:2]1[CH:7]=[CH:6][CH:5]=[CH:4][CH:3]=1.[N:8]([O-])=O.[Na+].[CH3:12][C:13]1([CH3:22])[CH2:18][CH:17]([OH:19])[CH2:16][C:15]([CH3:21])([CH3:20])[NH:14]1.[OH-].[Na+], predict the reaction product. The product is: [CH3:12][C:13]1([CH3:22])[CH2:18][CH:17]([OH:19])[CH2:16][C:15]([CH3:21])([CH3:20])[N:14]1[N:8]=[N:1][C:2]1[CH:7]=[CH:6][CH:5]=[CH:4][CH:3]=1. (5) Given the reactants [C:1]([O:4][CH2:5][CH3:6])(=[O:3])[CH3:2].[K+].[Br-].C[CH2:10][CH2:11][CH2:12][CH2:13][CH3:14], predict the reaction product. The product is: [CH2:1]([O:4][CH2:5][C:2]1[C:1](=[O:3])[O:4][C:5]2[C:11]([CH:10]=1)=[CH:12][CH:13]=[CH:14][CH:6]=2)[CH3:2]. (6) Given the reactants [C:1]([O:5][C:6]([N:8]1[C:16]2[C:11](=[CH:12][C:13]([C:17]3[CH:18]=[N:19][CH:20]=[C:21]([O:23][CH:24]([C:34](C)(C)[O:35][SiH2]C(C)(C)C)[CH2:25][NH:26][C:27]([O:29][C:30]([CH3:33])([CH3:32])[CH3:31])=[O:28])[CH:22]=3)=[CH:14][CH:15]=2)[C:10]([CH3:43])=[N:9]1)=[O:7])([CH3:4])([CH3:3])[CH3:2].CCCC[N+](CCCC)(CCCC)CCCC.[F-], predict the reaction product. The product is: [C:1]([O:5][C:6]([N:8]1[C:16]2[C:11](=[CH:12][C:13]([C:17]3[CH:18]=[N:19][CH:20]=[C:21]([O:23][CH:24]([CH2:34][OH:35])[CH2:25][NH:26][C:27]([O:29][C:30]([CH3:33])([CH3:32])[CH3:31])=[O:28])[CH:22]=3)=[CH:14][CH:15]=2)[C:10]([CH3:43])=[N:9]1)=[O:7])([CH3:2])([CH3:4])[CH3:3].